This data is from Peptide-MHC class I binding affinity with 185,985 pairs from IEDB/IMGT. The task is: Regression. Given a peptide amino acid sequence and an MHC pseudo amino acid sequence, predict their binding affinity value. This is MHC class I binding data. (1) The MHC is HLA-B14:01 with pseudo-sequence HLA-B14:02. The binding affinity (normalized) is 0.180. The peptide sequence is YVFPVIFSK. (2) The binding affinity (normalized) is 0.0847. The MHC is HLA-A80:01 with pseudo-sequence HLA-A80:01. The peptide sequence is YSKPWMAFF. (3) The peptide sequence is YLLGDSDSV. The MHC is HLA-A02:12 with pseudo-sequence HLA-A02:12. The binding affinity (normalized) is 1.00. (4) The peptide sequence is SYEHQTPFEI. The MHC is HLA-A26:01 with pseudo-sequence HLA-A26:01. The binding affinity (normalized) is 0.145. (5) The peptide sequence is FTILEYLYI. The MHC is HLA-A68:02 with pseudo-sequence HLA-A68:02. The binding affinity (normalized) is 0.714.